Dataset: Reaction yield outcomes from USPTO patents with 853,638 reactions. Task: Predict the reaction yield, written as a fraction of the theoretical maximum amount of product (1.0 means a 100% yield; for example, 0.34 means a 34% yield). The reactants are C[O:2][C:3]1[CH:4]=[C:5]2[C:13](=[CH:14][CH:15]=1)[C:12]1[O:11][C:10]([C:16]3[O:20][N:19]=[C:18]([C:21]4[CH:26]=[CH:25][CH:24]=[CH:23][CH:22]=4)[C:17]=3[C:27]([F:30])([F:29])[F:28])=[N:9][C:8]=1[CH2:7][CH2:6]2.B(Br)(Br)Br. The catalyst is ClCCl. The product is [C:21]1([C:18]2[C:17]([C:27]([F:30])([F:29])[F:28])=[C:16]([C:10]3[O:11][C:12]4[C:13]5[C:5](=[CH:4][C:3]([OH:2])=[CH:15][CH:14]=5)[CH2:6][CH2:7][C:8]=4[N:9]=3)[O:20][N:19]=2)[CH:26]=[CH:25][CH:24]=[CH:23][CH:22]=1. The yield is 1.00.